From a dataset of Catalyst prediction with 721,799 reactions and 888 catalyst types from USPTO. Predict which catalyst facilitates the given reaction. Reactant: [NH2:1][C:2]1[S:3][C:4]([C:8]([O:10][CH2:11][CH3:12])=[O:9])=[C:5]([OH:7])[N:6]=1.[C:13](OC(=O)C)(=[O:15])[CH3:14].C(OCC)C. Product: [C:13]([NH:1][C:2]1[S:3][C:4]([C:8]([O:10][CH2:11][CH3:12])=[O:9])=[C:5]([OH:7])[N:6]=1)(=[O:15])[CH3:14]. The catalyst class is: 15.